This data is from Full USPTO retrosynthesis dataset with 1.9M reactions from patents (1976-2016). The task is: Predict the reactants needed to synthesize the given product. (1) The reactants are: [Cl:1][C:2]1[N:3]=[N:4][CH:5]=[C:6](Cl)[C:7]=1[Cl:8].CCN(C(C)C)C(C)C.[CH2:19]([O:26][C:27]([N:29]1[CH2:34][CH2:33][CH:32]([CH2:35][NH2:36])[CH2:31][CH2:30]1)=[O:28])[C:20]1[CH:25]=[CH:24][CH:23]=[CH:22][CH:21]=1. Given the product [CH2:19]([O:26][C:27]([N:29]1[CH2:34][CH2:33][CH:32]([CH2:35][NH:36][C:6]2[C:7]([Cl:8])=[C:2]([Cl:1])[N:3]=[N:4][CH:5]=2)[CH2:31][CH2:30]1)=[O:28])[C:20]1[CH:25]=[CH:24][CH:23]=[CH:22][CH:21]=1, predict the reactants needed to synthesize it. (2) Given the product [CH3:3][C:4]1[N:8]([CH2:18][CH2:17][OH:16])[N:7]=[C:6]([C:9]2[CH:10]=[CH:11][CH:12]=[CH:13][CH:14]=2)[CH:5]=1, predict the reactants needed to synthesize it. The reactants are: [H-].[Na+].[CH3:3][C:4]1[NH:8][N:7]=[C:6]([C:9]2[CH:14]=[CH:13][CH:12]=[CH:11][CH:10]=2)[CH:5]=1.C1(=O)O[CH2:18][CH2:17][O:16]1. (3) Given the product [CH:1]1([N:6]2[CH2:12][C:11]([F:13])([F:14])[C:10](=[O:15])[N:9]([CH3:16])[C:8]3[CH:17]=[N:18][C:19]([NH:21][C:22]4[CH:30]=[CH:29][C:25]([C:26]([NH:42][CH:37]5[CH2:38][CH:39]6[N:34]([CH3:33])[CH:35]([CH2:41][CH2:40]6)[CH2:36]5)=[O:28])=[CH:24][C:23]=4[O:31][CH3:32])=[N:20][C:7]2=3)[CH2:2][CH2:3][CH2:4][CH2:5]1, predict the reactants needed to synthesize it. The reactants are: [CH:1]1([N:6]2[CH2:12][C:11]([F:14])([F:13])[C:10](=[O:15])[N:9]([CH3:16])[C:8]3[CH:17]=[N:18][C:19]([NH:21][C:22]4[CH:30]=[CH:29][C:25]([C:26]([OH:28])=O)=[CH:24][C:23]=4[O:31][CH3:32])=[N:20][C:7]2=3)[CH2:5][CH2:4][CH2:3][CH2:2]1.[CH3:33][N:34]1[CH:39]2[CH2:40][CH2:41][CH:35]1[CH2:36][CH:37]([NH2:42])[CH2:38]2.F[P-](F)(F)(F)(F)F.CN(C(N(C)C)=[N+]1C2C(=NC=CC=2)[N+]([O-])=N1)C.C(N(C(C)C)CC)(C)C. (4) Given the product [NH2:27][C:8]1[N:7]=[C:6]([NH:5][CH2:1][CH2:2][CH2:3][CH3:4])[N:14]=[C:13]2[C:9]=1[NH:10][C:11](=[O:25])[N:12]2[CH2:15][CH2:16][CH:17]1[CH2:22][CH2:21][O:20][C:19]([CH3:24])([CH3:23])[CH2:18]1, predict the reactants needed to synthesize it. The reactants are: [CH2:1]([NH:5][C:6]1[N:14]=[C:13]2[C:9]([N:10]=[C:11]([O:25]C)[N:12]2[CH2:15][CH2:16][CH:17]2[CH2:22][CH2:21][O:20][C:19]([CH3:24])([CH3:23])[CH2:18]2)=[C:8]([NH2:27])[N:7]=1)[CH2:2][CH2:3][CH3:4].Cl.O1CCOCC1. (5) Given the product [CH3:1][S:2]([O:26][CH2:25][C:24]1[C:18]2[O:17][C:16]([CH:14]([CH3:13])[CH3:15])=[CH:20][C:19]=2[CH:21]=[C:22]([S:27]([CH3:30])(=[O:28])=[O:29])[CH:23]=1)(=[O:4])=[O:3], predict the reactants needed to synthesize it. The reactants are: [CH3:1][S:2](Cl)(=[O:4])=[O:3].CCN(CC)CC.[CH3:13][CH:14]([C:16]1[O:17][C:18]2[C:24]([CH2:25][OH:26])=[CH:23][C:22]([S:27]([CH3:30])(=[O:29])=[O:28])=[CH:21][C:19]=2[CH:20]=1)[CH3:15]. (6) Given the product [C:32]1([CH2:31][O:30][C:28]([NH:15][C:9]2[CH:10]=[CH:11][CH:12]=[C:13]3[C:8]=2[NH:7][C:6]([C:4]([O:3][CH2:1][CH3:2])=[O:5])=[CH:14]3)=[O:29])[CH:37]=[CH:36][CH:35]=[CH:34][CH:33]=1, predict the reactants needed to synthesize it. The reactants are: [CH2:1]([O:3][C:4]([C:6]1[NH:7][C:8]2[C:13]([CH:14]=1)=[CH:12][CH:11]=[CH:10][C:9]=2[NH2:15])=[O:5])[CH3:2].O1CCCC1.C(=O)([O-])[O-].[K+].[K+].Cl[C:28]([O:30][CH2:31][C:32]1[CH:37]=[CH:36][CH:35]=[CH:34][CH:33]=1)=[O:29].